From a dataset of Reaction yield outcomes from USPTO patents with 853,638 reactions. Predict the reaction yield, written as a fraction of the theoretical maximum amount of product (1.0 means a 100% yield; for example, 0.34 means a 34% yield). (1) The yield is 0.990. The catalyst is C1COCC1.O. The reactants are [CH2:1]([O:5][C:6]1[N:14]=[C:13]2[C:9]([N:10]=[C:11]([O:19][CH3:20])[N:12]2[CH2:15][CH2:16][CH2:17][OH:18])=[C:8]([NH2:21])[N:7]=1)[CH2:2][CH2:3][CH3:4].O[C:23]1[CH:30]=[CH:29][C:26]([CH:27]=[O:28])=[CH:25][CH:24]=1.C1(P(C2C=CC=CC=2)C2C=CC=CC=2)C=CC=CC=1.N(C(OCC)=O)=NC(OCC)=O. The product is [NH2:21][C:8]1[N:7]=[C:6]([O:5][CH2:1][CH2:2][CH2:3][CH3:4])[N:14]=[C:13]2[C:9]=1[N:10]=[C:11]([O:19][CH3:20])[N:12]2[CH2:15][CH2:16][CH2:17][O:18][C:23]1[CH:30]=[CH:29][C:26]([CH:27]=[O:28])=[CH:25][CH:24]=1. (2) The reactants are [Cl:1][C:2]1[CH:3]=[CH:4][C:5]([OH:26])=[C:6]([C:8]2[C:12]([NH:13][C:14]([C:16]3[CH:17]=[N:18][N:19]4[CH:24]=[CH:23][CH:22]=[N:21][C:20]=34)=[O:15])=[CH:11][N:10]([CH3:25])[N:9]=2)[CH:7]=1.I[CH2:28][CH3:29].C(=O)([O-])[O-].[K+].[K+]. The catalyst is CC(C)=O. The product is [Cl:1][C:2]1[CH:3]=[CH:4][C:5]([O:26][CH2:28][CH3:29])=[C:6]([C:8]2[C:12]([NH:13][C:14]([C:16]3[CH:17]=[N:18][N:19]4[CH:24]=[CH:23][CH:22]=[N:21][C:20]=34)=[O:15])=[CH:11][N:10]([CH3:25])[N:9]=2)[CH:7]=1. The yield is 0.540. (3) The reactants are Br[C:2]1[CH:7]=[CH:6][C:5]([CH3:8])=[CH:4][CH:3]=1.C([Li])CCC.CCCCCC.[NH2:20][C:21]1[C:22]([CH3:35])=[C:23]([CH3:34])[C:24]2[O:28][C:27]([CH3:30])([CH3:29])[C:26](=[O:31])[C:25]=2[C:32]=1[CH3:33]. The catalyst is C1COCC1.O. The product is [NH2:20][C:21]1[C:22]([CH3:35])=[C:23]([CH3:34])[C:24]2[O:28][C:27]([CH3:29])([CH3:30])[C:26]([C:2]3[CH:7]=[CH:6][C:5]([CH3:8])=[CH:4][CH:3]=3)([OH:31])[C:25]=2[C:32]=1[CH3:33]. The yield is 0.650.